Dataset: Peptide-MHC class II binding affinity with 134,281 pairs from IEDB. Task: Regression. Given a peptide amino acid sequence and an MHC pseudo amino acid sequence, predict their binding affinity value. This is MHC class II binding data. (1) The peptide sequence is ELKESWGAIWRIDTP. The MHC is HLA-DQA10401-DQB10402 with pseudo-sequence HLA-DQA10401-DQB10402. The binding affinity (normalized) is 0.327. (2) The peptide sequence is VNVWKSGILQLFVFL. The MHC is DRB1_0101 with pseudo-sequence DRB1_0101. The binding affinity (normalized) is 0.502. (3) The peptide sequence is AEAPASAAAPEEQVQ. The MHC is HLA-DQA10501-DQB10301 with pseudo-sequence HLA-DQA10501-DQB10301. The binding affinity (normalized) is 0.346. (4) The peptide sequence is VAIKGPLRISASSAA. The MHC is DRB1_1301 with pseudo-sequence DRB1_1301. The binding affinity (normalized) is 0.609. (5) The peptide sequence is GKLITDWCCRSCTLPPLR. The MHC is DRB1_0301 with pseudo-sequence DRB1_0301. The binding affinity (normalized) is 0.114. (6) The peptide sequence is GGWWLTFGQILGLAQ. The MHC is DRB5_0101 with pseudo-sequence DRB5_0101. The binding affinity (normalized) is 0.183. (7) The peptide sequence is VFGGITYTDVLRYVILV. The MHC is DRB1_0404 with pseudo-sequence DRB1_0404. The binding affinity (normalized) is 0.165.